Dataset: Reaction yield outcomes from USPTO patents with 853,638 reactions. Task: Predict the reaction yield, written as a fraction of the theoretical maximum amount of product (1.0 means a 100% yield; for example, 0.34 means a 34% yield). No catalyst specified. The reactants are [C:1]1([C:7]2[CH:15]=[CH:14][CH:13]=[C:12]3[C:8]=2[C:9]2[CH:19]=[CH:18][CH:17]=[N:16][C:10]=2[NH:11]3)[CH:6]=[CH:5][CH:4]=[CH:3][CH:2]=1.[C:20]1(C)C=CC=C(B(O)O)C=1. The yield is 0.180. The product is [C:5]1([CH3:20])[CH:4]=[CH:3][CH:2]=[C:1]([C:7]2[CH:15]=[CH:14][CH:13]=[C:12]3[C:8]=2[C:9]2[CH:19]=[CH:18][CH:17]=[N:16][C:10]=2[NH:11]3)[CH:6]=1.